This data is from Forward reaction prediction with 1.9M reactions from USPTO patents (1976-2016). The task is: Predict the product of the given reaction. (1) Given the reactants Cl[C:2]1[C:11]([CH:12]=[O:13])=[CH:10][C:9]2[C:4](=[C:5]([Cl:14])[CH:6]=[CH:7][CH:8]=2)[N:3]=1.[Cl:15][C:16]1[CH:21]=[CH:20][C:19](B(O)O)=[CH:18][N:17]=1, predict the reaction product. The product is: [Cl:14][C:5]1[CH:6]=[CH:7][CH:8]=[C:9]2[C:4]=1[N:3]=[C:2]([C:19]1[CH:18]=[N:17][C:16]([Cl:15])=[CH:21][CH:20]=1)[C:11]([CH:12]=[O:13])=[CH:10]2. (2) Given the reactants [CH:1]12[CH2:8][CH:5]([CH2:6][CH2:7]1)[C:4](=[O:9])[CH2:3][C:2]2=[O:10].C1(P(C2CCCCC2)C2C=CC=CC=2C2C(C(C)C)=CC(C(C)C)=CC=2C(C)C)CCCCC1.P([O-])([O-])([O-])=O.[K+].[K+].[K+].Cl[C:54]1[CH:59]=[CH:58][C:57]([N+:60]([O-:62])=[O:61])=[CH:56][C:55]=1[CH3:63].Cl, predict the reaction product. The product is: [CH3:63][C:55]1[CH:56]=[C:57]([N+:60]([O-:62])=[O:61])[CH:58]=[CH:59][C:54]=1[CH:3]1[C:4](=[O:9])[CH:5]2[CH2:8][CH:1]([CH2:7][CH2:6]2)[C:2]1=[O:10].